Dataset: Forward reaction prediction with 1.9M reactions from USPTO patents (1976-2016). Task: Predict the product of the given reaction. (1) Given the reactants [Br:1][C:2]1[CH:3]=[C:4]([CH2:9][OH:10])[CH:5]=[C:6]([F:8])[CH:7]=1.C(N(C(C)C)CC)(C)C.[CH3:20][S:21](Cl)(=[O:23])=[O:22], predict the reaction product. The product is: [CH3:20][S:21]([O:10][CH2:9][C:4]1[CH:5]=[C:6]([F:8])[CH:7]=[C:2]([Br:1])[CH:3]=1)(=[O:23])=[O:22]. (2) Given the reactants C1(P(=[N:20][C:21]2[CH:26]=[CH:25][CH:24]=[CH:23][C:22]=2/[CH:27]=[CH:28]/[C:29]([O:31][CH3:32])=[O:30])(C2C=CC=CC=2)C2C=CC=CC=2)C=CC=CC=1.[F:33][C:34]1[CH:39]=[CH:38][C:37]([C:40]([F:43])([F:42])[F:41])=[CH:36][C:35]=1[N:44]=[C:45]=O.[F:47][C:48]1[CH:53]=[CH:52][C:51]([N:54]2[CH2:59][CH2:58][NH:57][CH2:56][CH2:55]2)=[CH:50][CH:49]=1, predict the reaction product. The product is: [F:47][C:48]1[CH:49]=[CH:50][C:51]([N:54]2[CH2:59][CH2:58][N:57]([C:45]3[N:44]([C:35]4[CH:36]=[C:37]([C:40]([F:43])([F:42])[F:41])[CH:38]=[CH:39][C:34]=4[F:33])[CH:27]([CH2:28][C:29]([O:31][CH3:32])=[O:30])[C:22]4[C:21](=[CH:26][CH:25]=[CH:24][CH:23]=4)[N:20]=3)[CH2:56][CH2:55]2)=[CH:52][CH:53]=1. (3) Given the reactants Br[C:2]1[CH:3]=[C:4]2[C:9](=[CH:10][CH:11]=1)[N:8]=[C:7]([O:12][CH3:13])[C:6]([CH2:14][N:15]1[CH2:18][CH:17]([F:19])[CH2:16]1)=[C:5]2[Cl:20].[CH3:21][C:22]1[C:27]([C:28]([C:30]2[N:34]([CH3:35])[N:33]=[N:32][CH:31]=2)=[O:29])=[CH:26][CH:25]=[C:24]([CH3:36])[N:23]=1, predict the reaction product. The product is: [Cl:20][C:5]1[C:4]2[C:9](=[CH:10][CH:11]=[C:2]([C:28]([C:27]3[C:22]([CH3:21])=[N:23][C:24]([CH3:36])=[CH:25][CH:26]=3)([C:30]3[N:34]([CH3:35])[N:33]=[N:32][CH:31]=3)[OH:29])[CH:3]=2)[N:8]=[C:7]([O:12][CH3:13])[C:6]=1[CH2:14][N:15]1[CH2:18][CH:17]([F:19])[CH2:16]1. (4) Given the reactants [H-].[Na+].[NH2:3][C:4]1[CH:5]=[CH:6][C:7]([N:15]2[CH2:20][CH2:19][N:18]([CH:21]([CH3:23])[CH3:22])[CH2:17][CH2:16]2)=[C:8]2[C:12]=1[C:11](=[O:13])[N:10]([CH3:14])[CH2:9]2.Cl[C:25]1[CH:30]=[C:29]([Cl:31])[N:28]=[CH:27][C:26]=1[C:32]#[N:33], predict the reaction product. The product is: [Cl:31][C:29]1[N:28]=[C:27]([NH:3][C:4]2[CH:5]=[CH:6][C:7]([N:15]3[CH2:16][CH2:17][N:18]([CH:21]([CH3:23])[CH3:22])[CH2:19][CH2:20]3)=[C:8]3[C:12]=2[C:11](=[O:13])[N:10]([CH3:14])[CH2:9]3)[C:26]([C:32]#[N:33])=[CH:25][CH:30]=1. (5) The product is: [C:1]([C:5]1[CH:10]=[CH:9][C:8]([C:11]2[CH:12]=[C:13]3[C:17](=[CH:18][CH:19]=2)[N:16]([C:20]2[CH:25]=[CH:24][C:23]([O:26][CH:27]4[CH2:31][CH2:30][CH2:29][CH2:28]4)=[CH:22][CH:21]=2)[C:15]([C:32]([NH:35][CH2:36][CH2:37][S:38]([OH:41])(=[O:40])=[O:39])=[O:33])=[CH:14]3)=[CH:7][CH:6]=1)([CH3:4])([CH3:3])[CH3:2]. Given the reactants [C:1]([C:5]1[CH:10]=[CH:9][C:8]([C:11]2[CH:12]=[C:13]3[C:17](=[CH:18][CH:19]=2)[N:16]([C:20]2[CH:25]=[CH:24][C:23]([O:26][CH:27]4[CH2:31][CH2:30][CH2:29][CH2:28]4)=[CH:22][CH:21]=2)[C:15]([C:32](Cl)=[O:33])=[CH:14]3)=[CH:7][CH:6]=1)([CH3:4])([CH3:3])[CH3:2].[NH2:35][CH2:36][CH2:37][S:38]([OH:41])(=[O:40])=[O:39], predict the reaction product. (6) Given the reactants Cl.Cl.[F:3][C:4]1[CH:9]=[C:8]([C:10]#[N:11])[CH:7]=[CH:6][C:5]=1[C:12]1[CH:17]=[CH:16][C:15]([O:18][C:19]([F:22])([F:21])[F:20])=[C:14]([CH2:23][NH:24][C@H:25]2[CH2:30][CH2:29][NH:28][CH2:27][C@H:26]2[C:31]2[CH:36]=[CH:35][CH:34]=[CH:33][CH:32]=2)[CH:13]=1.[C:37](O)(=[O:41])[C:38]([NH2:40])=[O:39].CCN=C=NCCCN(C)C.Cl.C1C=CC2N(O)N=NC=2C=1, predict the reaction product. The product is: [C:10]([C:8]1[CH:7]=[CH:6][C:5]([C:12]2[CH:17]=[CH:16][C:15]([O:18][C:19]([F:21])([F:22])[F:20])=[C:14]([CH2:23][NH:24][C@H:25]3[CH2:30][CH2:29][N:28]([C:37](=[O:41])[C:38]([NH2:40])=[O:39])[CH2:27][C@H:26]3[C:31]3[CH:32]=[CH:33][CH:34]=[CH:35][CH:36]=3)[CH:13]=2)=[C:4]([F:3])[CH:9]=1)#[N:11]. (7) Given the reactants [F:1][C:2]1[CH:11]=[C:10]2[C:5]([N:6]=[CH:7][C:8](=[O:28])[N:9]2[CH2:12][CH2:13][N:14]2[CH2:19][CH2:18][CH:17]([NH:20]C(=O)OC(C)(C)C)[CH2:16][CH2:15]2)=[CH:4][CH:3]=1.[ClH:29], predict the reaction product. The product is: [ClH:29].[ClH:29].[NH2:20][CH:17]1[CH2:16][CH2:15][N:14]([CH2:13][CH2:12][N:9]2[C:10]3[C:5](=[CH:4][CH:3]=[C:2]([F:1])[CH:11]=3)[N:6]=[CH:7][C:8]2=[O:28])[CH2:19][CH2:18]1. (8) Given the reactants Br[C:2]1[N:3]=[C:4]([O:28][CH3:29])[C:5]([N:8](COCC[Si](C)(C)C)[S:9]([C:12]2[CH:17]=[CH:16][CH:15]=[C:14]([Cl:18])[C:13]=2[Cl:19])(=[O:11])=[O:10])=[N:6][CH:7]=1.[CH3:30][O:31][C:32](=[O:35])[CH2:33][SH:34].[C:36](=O)([O-])[O-].[Cs+].[Cs+], predict the reaction product. The product is: [C:32]([O:31][CH2:30][CH3:2])(=[O:35])[CH3:33].[CH3:12][CH2:17][CH2:16][CH:15]([CH3:14])[CH3:36].[Cl:19][C:13]1[C:14]([Cl:18])=[CH:15][CH:16]=[CH:17][C:12]=1[S:9]([NH:8][C:5]1[N:6]=[CH:7][C:2]([S:34][CH2:33][C:32]([OH:35])=[O:31])=[N:3][C:4]=1[O:28][CH3:29])(=[O:10])=[O:11]. (9) Given the reactants [Cl:1][C:2]1[C:11]2[C:6](=[CH:7][CH:8]=[CH:9][C:10]=2[NH2:12])[CH:5]=[N:4][CH:3]=1.O=[C:14]1[CH2:19][CH2:18][C:17](C(OC(C)(C)C)=O)([NH2:20])[CH2:16][CH2:15]1.[BH4-].[Na+].C(=O)([O-])O.[Na+], predict the reaction product. The product is: [ClH:1].[Cl:1][C:2]1[C:11]2[C:6](=[CH:7][CH:8]=[CH:9][C:10]=2[NH:12][CH:14]2[CH2:19][CH2:18][CH:17]([NH2:20])[CH2:16][CH2:15]2)[CH:5]=[N:4][CH:3]=1. (10) Given the reactants [Br:1][C:2]1[CH:3]=[N:4][CH:5]=[C:6](I)[CH:7]=1.[CH3:9][N:10]1[CH:14]=[C:13](B2OC(C)(C)C(C)(C)O2)[CH:12]=[N:11]1.O.O.O.P([O-])([O-])([O-])=O.[K+].[K+].[K+], predict the reaction product. The product is: [Br:1][C:2]1[CH:3]=[N:4][CH:5]=[C:6]([C:13]2[CH:12]=[N:11][N:10]([CH3:9])[CH:14]=2)[CH:7]=1.